Dataset: Full USPTO retrosynthesis dataset with 1.9M reactions from patents (1976-2016). Task: Predict the reactants needed to synthesize the given product. (1) Given the product [CH:19]1([CH:24]2[CH2:25][CH2:26][CH:27]([O:1][C:2]3[CH:3]=[C:4]4[C:9](=[CH:10][CH:11]=3)[CH:8]=[C:7]([C@:12]3([CH3:18])[CH2:16][O:15][C:14](=[O:17])[NH:13]3)[CH:6]=[CH:5]4)[CH2:28][CH2:29]2)[CH2:20][CH2:21][CH2:22][CH2:23]1, predict the reactants needed to synthesize it. The reactants are: [OH:1][C:2]1[CH:3]=[C:4]2[C:9](=[CH:10][CH:11]=1)[CH:8]=[C:7]([C@:12]1([CH3:18])[CH2:16][O:15][C:14](=[O:17])[NH:13]1)[CH:6]=[CH:5]2.[CH:19]1([CH:24]2[CH2:29][CH2:28][CH:27](O)[CH2:26][CH2:25]2)[CH2:23][CH2:22][CH2:21][CH2:20]1.C1(P(C2C=CC=CC=2)C2C=CC=CC=2)C=CC=CC=1.O1CCCC1.N(C(OC(C)C)=O)=NC(OC(C)C)=O. (2) Given the product [S:20]1[CH:21]=[C:17]([CH2:16][C@H:3]([NH:2][C:33]([C@H:32]([CH2:36][CH2:37][CH2:38][CH3:39])[CH2:31][C:29]([O:28][CH2:26][CH3:27])=[O:30])=[O:34])[C:4](=[O:5])[NH:6][CH:7]2[CH2:15][C:14]3[C:9](=[CH:10][CH:11]=[CH:12][CH:13]=3)[CH2:8]2)[C:18]2[CH:25]=[CH:24][CH:23]=[CH:22][C:19]1=2, predict the reactants needed to synthesize it. The reactants are: Cl.[NH2:2][C@@H:3]([CH2:16][C:17]1[C:18]2[CH:25]=[CH:24][CH:23]=[CH:22][C:19]=2[S:20][CH:21]=1)[C:4]([NH:6][CH:7]1[CH2:15][C:14]2[C:9](=[CH:10][CH:11]=[CH:12][CH:13]=2)[CH2:8]1)=[O:5].[CH2:26]([O:28][C:29]([CH2:31][C@@H:32]([CH2:36][CH2:37][CH2:38][CH3:39])[C:33](O)=[O:34])=[O:30])[CH3:27].C(Cl)CCl.C1C=CC2N(O)N=NC=2C=1.CN1CCOCC1. (3) The reactants are: [C:1]([NH-:5])([CH3:4])([CH3:3])[CH3:2].[Li+:6].C1COCC1.C1(C)C=CC=CC=1.[CH3:19][C:20]1[C:25]([CH3:26])=[C:24]([CH3:27])[C:22](=[CH2:23])[C:21]=1[CH3:28]. Given the product [C:1]([NH:5][CH2:23][C:22]1([Li:6])[C:24]([CH3:27])=[C:25]([CH3:26])[C:20]([CH3:19])=[C:21]1[CH3:28])([CH3:4])([CH3:3])[CH3:2], predict the reactants needed to synthesize it. (4) Given the product [F:34][C:31]1[CH:29]=[CH:7][CH:8]=[CH:9][C:20]=1[CH2:21][N:26]1[CH2:27][CH2:28][CH:23]([C:20]2[C:9]3[N:10]=[C:11]([C:13]4[CH:14]=[C:15]([OH:19])[CH:16]=[CH:17][CH:18]=4)[N:12]=[C:7]([N:1]4[CH2:6][CH2:5][O:4][CH2:3][CH2:2]4)[C:8]=3[NH:22][CH:21]=2)[CH2:24][CH2:25]1, predict the reactants needed to synthesize it. The reactants are: [N:1]1([C:7]2[C:8]3[NH:22][CH:21]=[C:20]([CH:23]4[CH2:28][CH2:27][NH:26][CH2:25][CH2:24]4)[C:9]=3[N:10]=[C:11]([C:13]3[CH:14]=[C:15]([OH:19])[CH:16]=[CH:17][CH:18]=3)[N:12]=2)[CH2:6][CH2:5][O:4][CH2:3][CH2:2]1.[C:29](O)([C:31]([F:34])(F)F)=O. (5) Given the product [F:8][C:5]1[N:6]=[CH:7][C:2]2[N:1]=[CH:12][NH:14][C:9](=[O:11])[C:3]=2[CH:4]=1, predict the reactants needed to synthesize it. The reactants are: [NH2:1][C:2]1[C:3]([C:9]([OH:11])=O)=[CH:4][C:5]([F:8])=[N:6][CH:7]=1.[CH:12]([NH2:14])=O.